Dataset: Forward reaction prediction with 1.9M reactions from USPTO patents (1976-2016). Task: Predict the product of the given reaction. (1) Given the reactants Br[C:2]1[CH:3]=[C:4]2[C:9](=[CH:10][CH:11]=1)[C:8](=[O:12])[N:7]([CH3:13])[CH:6]=[CH:5]2.[CH3:14][C:15]1[N:20]=[CH:19][C:18](B(O)O)=[CH:17][CH:16]=1.C([O-])(O)=O.[Na+], predict the reaction product. The product is: [CH3:13][N:7]1[CH:6]=[CH:5][C:4]2[C:9](=[CH:10][CH:11]=[C:2]([C:18]3[CH:19]=[N:20][C:15]([CH3:14])=[CH:16][CH:17]=3)[CH:3]=2)[C:8]1=[O:12]. (2) Given the reactants [F:1][C:2]1[CH:28]=[C:27]([F:29])[CH:26]=[CH:25][C:3]=1[O:4][C:5]1[C:6]([C:15]2[CH:16]=[C:17]([O:23][CH3:24])[C:18](=[O:22])[N:19]([CH3:21])[CH:20]=2)=[N:7][C:8](S(C)(=O)=O)=[N:9][CH:10]=1.[CH3:30][S:31]([NH2:34])(=[O:33])=[O:32], predict the reaction product. The product is: [F:1][C:2]1[CH:28]=[C:27]([F:29])[CH:26]=[CH:25][C:3]=1[O:4][C:5]1[C:6]([C:15]2[CH:16]=[C:17]([O:23][CH3:24])[C:18](=[O:22])[N:19]([CH3:21])[CH:20]=2)=[N:7][C:8]([NH:34][S:31]([CH3:30])(=[O:33])=[O:32])=[N:9][CH:10]=1. (3) Given the reactants [H-].[Na+].[F:3][C:4]([F:8])([F:7])[CH2:5][OH:6].Cl[CH2:10][C:11]1[N:12]=[C:13]([C:21]2[CH:26]=[CH:25][CH:24]=[C:23]([C:27]([F:30])([F:29])[F:28])[CH:22]=2)[C:14]2[CH:19]=[C:18]([CH3:20])[S:17][C:15]=2[N:16]=1, predict the reaction product. The product is: [CH3:20][C:18]1[S:17][C:15]2[N:16]=[C:11]([CH2:10][O:6][CH2:5][C:4]([F:8])([F:7])[F:3])[N:12]=[C:13]([C:21]3[CH:26]=[CH:25][CH:24]=[C:23]([C:27]([F:29])([F:30])[F:28])[CH:22]=3)[C:14]=2[CH:19]=1. (4) Given the reactants [NH2:1][C:2]1[CH:7]=[CH:6][C:5]([O:8][C:9]([F:12])([F:11])[F:10])=[CH:4][C:3]=1[C:13]([C:15]1[CH:20]=[CH:19][CH:18]=[CH:17][CH:16]=1)=O.[CH3:21][S:22]([CH2:25][C:26](=O)[CH3:27])(=[O:24])=[O:23], predict the reaction product. The product is: [CH3:21][S:22]([C:25]1[C:26]([CH3:27])=[N:1][C:2]2[C:3]([C:13]=1[C:15]1[CH:20]=[CH:19][CH:18]=[CH:17][CH:16]=1)=[CH:4][C:5]([O:8][C:9]([F:12])([F:11])[F:10])=[CH:6][CH:7]=2)(=[O:24])=[O:23]. (5) The product is: [CH:8]([C:5]1[CH:4]=[CH:3][C:2]([CH:11]=[CH2:12])=[CH:7][N:6]=1)([CH3:10])[CH3:9]. Given the reactants Br[C:2]1[CH:3]=[CH:4][C:5]([CH:8]([CH3:10])[CH3:9])=[N:6][CH:7]=1.[CH2:11](C([Sn])=C(CCCC)CCCC)[CH2:12]CC, predict the reaction product. (6) Given the reactants [C:1]([O:5][C:6]([N:8]1[C:16]2[C:11](=[N:12][CH:13]=[C:14](Br)[CH:15]=2)[C:10]([CH3:19])([CH3:18])[CH2:9]1)=[O:7])([CH3:4])([CH3:3])[CH3:2].CON(C)[C:23]([CH:25]1[CH2:28][CH2:27][CH2:26]1)=[O:24], predict the reaction product. The product is: [C:1]([O:5][C:6]([N:8]1[C:16]2[C:11](=[N:12][CH:13]=[C:14]([C:23]([CH:25]3[CH2:28][CH2:27][CH2:26]3)=[O:24])[CH:15]=2)[C:10]([CH3:19])([CH3:18])[CH2:9]1)=[O:7])([CH3:4])([CH3:3])[CH3:2]. (7) Given the reactants [OH-].[Na+].[CH2:3]([O:5][C:6]([C:8]1[CH:9]=[CH:10][C:11]([C:14]([O:16]CC)=[O:15])=[N:12][CH:13]=1)=[CH2:7])[CH3:4].Cl, predict the reaction product. The product is: [CH2:3]([O:5][C:6]([C:8]1[CH:9]=[CH:10][C:11]([C:14]([OH:16])=[O:15])=[N:12][CH:13]=1)=[CH2:7])[CH3:4]. (8) Given the reactants [Cl:1][C:2]1[CH:7]=[CH:6][C:5]([CH2:8][C@@H:9]([NH:11][S@](C(C)(C)C)=O)[CH3:10])=[C:4]([O:18][CH3:19])[CH:3]=1.[ClH:20], predict the reaction product. The product is: [Cl:1][C:2]1[CH:7]=[CH:6][C:5]([CH2:8][C@@H:9]([NH2:11])[CH3:10])=[C:4]([O:18][CH3:19])[CH:3]=1.[ClH:20].